This data is from Catalyst prediction with 721,799 reactions and 888 catalyst types from USPTO. The task is: Predict which catalyst facilitates the given reaction. (1) Reactant: C[O:2][C:3]([C:5]1([C:8]2[CH:13]=[CH:12][C:11]([OH:14])=[CH:10][CH:9]=2)[CH2:7][CH2:6]1)=[O:4].[H-].[Na+].[H][H].Br[CH2:20][CH:21]([O:25][CH2:26][CH3:27])[O:22][CH2:23][CH3:24]. Product: [CH2:23]([O:22][CH:21]([O:25][CH2:26][CH3:27])[CH2:20][O:14][C:11]1[CH:12]=[CH:13][C:8]([C:5]2([C:3]([OH:2])=[O:4])[CH2:7][CH2:6]2)=[CH:9][CH:10]=1)[CH3:24]. The catalyst class is: 3. (2) Reactant: [NH2:1][C:2]1[CH:10]=[CH:9][CH:8]=[CH:7][C:3]=1[C:4]([NH2:6])=[O:5].[F:11][C:12]([F:23])([F:22])[C:13](O[C:13](=O)[C:12]([F:23])([F:22])[F:11])=O. Product: [OH:5][C:4]1[C:3]2[C:2](=[CH:10][CH:9]=[CH:8][CH:7]=2)[N:1]=[C:13]([C:12]([F:23])([F:22])[F:11])[N:6]=1. The catalyst class is: 12. (3) Reactant: [C:1]1([N:7]([C:51]2[CH:56]=[CH:55][CH:54]=[CH:53][CH:52]=2)[C:8](=[O:50])[CH2:9][C@@H:10]2[O:15]C(C)(C)[O:13][C@H:12]([CH2:18][CH2:19][N:20]3[C:24]([C:25]4[CH:30]=[CH:29][C:28]([F:31])=[CH:27][CH:26]=4)=[C:23]([C:32]4[CH:37]=[CH:36][CH:35]=[CH:34][CH:33]=4)[C:22]([C:38]([NH:40][C:41]4[CH:46]=[CH:45][CH:44]=[CH:43][CH:42]=4)=[O:39])=[C:21]3[CH:47]([CH3:49])[CH3:48])[CH2:11]2)[CH:6]=[CH:5][CH:4]=[CH:3][CH:2]=1.Cl. Product: [F:31][C:28]1[CH:29]=[CH:30][C:25]([C:24]2[N:20]([CH2:19][CH2:18][CH:12]([OH:13])[CH2:11][CH:10]([OH:15])[CH2:9][C:8]([N:7]([C:51]3[CH:56]=[CH:55][CH:54]=[CH:53][CH:52]=3)[C:1]3[CH:6]=[CH:5][CH:4]=[CH:3][CH:2]=3)=[O:50])[C:21]([CH:47]([CH3:49])[CH3:48])=[C:22]([C:38]([NH:40][C:41]3[CH:46]=[CH:45][CH:44]=[CH:43][CH:42]=3)=[O:39])[C:23]=2[C:32]2[CH:37]=[CH:36][CH:35]=[CH:34][CH:33]=2)=[CH:26][CH:27]=1. The catalyst class is: 5. (4) Reactant: [Br:1][C:2]1[CH:3]=[C:4]([N+:12]([O-])=O)[CH:5]=[C:6]2[C:11]=1[N:10]=[CH:9][CH:8]=[CH:7]2.[Cl-].[NH4+].C(O)C. Product: [Br:1][C:2]1[CH:3]=[C:4]([NH2:12])[CH:5]=[C:6]2[C:11]=1[N:10]=[CH:9][CH:8]=[CH:7]2. The catalyst class is: 150. (5) The catalyst class is: 26. Reactant: Cl.[N:2]1([CH2:7][CH2:8][CH2:9][C:10]([OH:12])=[O:11])[CH2:6][CH2:5][CH2:4][CH2:3]1.CCN(CC)CC.C1N=CN(C(N2C=NC=C2)=O)C=1.[CH3:32][O:33][C:34]1[CH:35]=[C:36]([C:40]2[CH:41]=[C:42]([NH2:45])[NH:43][N:44]=2)[CH:37]=[N:38][CH:39]=1. Product: [CH:10]([OH:12])=[O:11].[CH3:32][O:33][C:34]1[CH:35]=[C:36]([C:40]2[CH:41]=[C:42]([NH:45][C:10](=[O:12])[CH2:9][CH2:8][CH2:7][N:2]3[CH2:3][CH2:4][CH2:5][CH2:6]3)[NH:43][N:44]=2)[CH:37]=[N:38][CH:39]=1. (6) Reactant: CS(O[CH2:6][CH2:7][CH2:8][CH:9]1[CH2:14][CH2:13][N:12]([C:15]([O:17][C:18]([CH3:21])([CH3:20])[CH3:19])=[O:16])[CH2:11][CH2:10]1)(=O)=O.[C-:22]#[N:23].[K+]. Product: [C:22]([CH2:6][CH2:7][CH2:8][CH:9]1[CH2:14][CH2:13][N:12]([C:15]([O:17][C:18]([CH3:21])([CH3:20])[CH3:19])=[O:16])[CH2:11][CH2:10]1)#[N:23]. The catalyst class is: 3.